Dataset: Full USPTO retrosynthesis dataset with 1.9M reactions from patents (1976-2016). Task: Predict the reactants needed to synthesize the given product. (1) Given the product [NH2:28][C:23]1[C:22]([C:20]2[O:21][C:17]3[C:18](=[C:13]([OH:12])[CH:14]=[CH:15][CH:16]=3)[N:19]=2)=[CH:27][CH:26]=[CH:25][N:24]=1, predict the reactants needed to synthesize it. The reactants are: COC1C=C(OC)C=CC=1C[O:12][C:13]1[C:18]2[N:19]=[C:20]([C:22]3[C:23]([NH2:28])=[N:24][CH:25]=[CH:26][CH:27]=3)[O:21][C:17]=2[CH:16]=[CH:15][CH:14]=1. (2) Given the product [N+:16]([C:13]1[CH:12]=[CH:11][C:10]([C:7]2[C:6]3[C:5](=[N:4][CH:1]=[N:3][C:19]=3[NH2:20])[NH:9][N:8]=2)=[CH:15][CH:14]=1)([O-:18])=[O:21], predict the reactants needed to synthesize it. The reactants are: [CH:1]([NH2:3])=O.[NH2:4][C:5]1[NH:9][N:8]=[C:7]([C:10]2[CH:15]=[CH:14][C:13]([N+:16]([O-:18])=O)=[CH:12][CH:11]=2)[C:6]=1[C:19]#[N:20].[OH2:21].